Dataset: Reaction yield outcomes from USPTO patents with 853,638 reactions. Task: Predict the reaction yield, written as a fraction of the theoretical maximum amount of product (1.0 means a 100% yield; for example, 0.34 means a 34% yield). (1) The reactants are [C:1]([O:5][C:6]([NH:8][CH:9]([C:13]([O:16][CH3:17])([CH3:15])[CH3:14])[C:10]([OH:12])=[O:11])=[O:7])(C)(C)C.Cl.[OH-].[Na+].ClC(OC)=O. The catalyst is O1CCOCC1. The product is [CH3:17][O:16][C:13]([CH3:15])([CH3:14])[CH:9]([NH:8][C:6]([O:5][CH3:1])=[O:7])[C:10]([OH:12])=[O:11]. The yield is 0.650. (2) The reactants are [F:1][C:2]([C:5]1[CH:10]=[CH:9][CH:8]=[C:7]([N+:11]([O-])=O)[CH:6]=1)([F:4])[CH3:3].O.O.[Sn](Cl)(Cl)(Cl)Cl.[OH-].[Na+].C(=O)([O-])O.[Na+]. The catalyst is O.C(O)C. The product is [F:1][C:2]([C:5]1[CH:6]=[C:7]([CH:8]=[CH:9][CH:10]=1)[NH2:11])([F:4])[CH3:3]. The yield is 0.680. (3) The product is [NH2:1][C:2]1[C:10]([Cl:24])=[CH:9][CH:8]=[C:7]2[C:3]=1[CH2:4][N:5]([C@H:12]([CH3:16])[CH2:13][O:14][CH3:15])[C:6]2=[O:11]. The yield is 0.240. The reactants are [NH2:1][C:2]1[CH:10]=[CH:9][CH:8]=[C:7]2[C:3]=1[CH2:4][N:5]([C@H:12]([CH3:16])[CH2:13][O:14][CH3:15])[C:6]2=[O:11].C1C(=O)N([Cl:24])C(=O)C1. The catalyst is C(#N)C. (4) The reactants are CN(C)CCCN=C=NCC.[NH2:12][C:13]1[C:14]([O:28][CH2:29][CH:30]2[CH2:35][CH2:34][N:33]([C:36]([O:38][C:39]([CH3:42])([CH3:41])[CH3:40])=[O:37])[CH2:32][CH2:31]2)=[CH:15][C:16]([NH:19][C:20]2[CH:25]=[N:24][C:23]([C:26]#[N:27])=[CH:22][N:21]=2)=[N:17][CH:18]=1.[CH3:43][N:44]([CH3:49])[CH2:45][C:46](O)=[O:47].O.ON1C2C=CC=CC=2N=N1.C(N(C(C)C)C(C)C)C. The catalyst is CN(C=O)C. The product is [C:26]([C:23]1[N:24]=[CH:25][C:20]([NH:19][C:16]2[CH:15]=[C:14]([O:28][CH2:29][CH:30]3[CH2:35][CH2:34][N:33]([C:36]([O:38][C:39]([CH3:42])([CH3:41])[CH3:40])=[O:37])[CH2:32][CH2:31]3)[C:13]([NH:12][C:46](=[O:47])[CH2:45][N:44]([CH3:49])[CH3:43])=[CH:18][N:17]=2)=[N:21][CH:22]=1)#[N:27]. The yield is 0.140. (5) The reactants are [N+:1]([CH:4]=[CH:5][C:6]1[CH:7]=[C:8]([O:12][C:13](=[O:15])[CH3:14])[CH:9]=[CH:10][CH:11]=1)([O-:3])=[O:2].C(O)(C)C.[BH4-].[Na+].C(OC(=O)C)(=O)C. The catalyst is C(Cl)(Cl)Cl.N1C=CC=CC=1. The product is [N+:1]([CH2:4][CH2:5][C:6]1[CH:7]=[C:8]([O:12][C:13](=[O:15])[CH3:14])[CH:9]=[CH:10][CH:11]=1)([O-:3])=[O:2]. The yield is 0.990. (6) The reactants are [I:1]I.[N+:3]([C:6]1[CH:12]=[CH:11][C:9]([NH2:10])=[CH:8][CH:7]=1)([O-:5])=[O:4]. The catalyst is C(O)C.S([O-])([O-])(=O)=O.[Ag+2]. The product is [I:1][C:11]1[CH:12]=[C:6]([N+:3]([O-:5])=[O:4])[CH:7]=[CH:8][C:9]=1[NH2:10]. The yield is 0.950. (7) The reactants are [O:1]=[C:2]1[C:8]2=[CH:9][C:10]3[CH:11]=[CH:12][C:13]([C:16]([OH:18])=O)=[CH:14][C:15]=3[N:7]2[CH2:6][CH2:5][CH2:4][NH:3]1.F[B-](F)(F)F.N1(OC(=[N+](C)C)N(C)C)C2C=CC=CC=2N=N1.[Cl:41][C:42]1[CH:43]=[C:44]([NH2:48])[CH:45]=[CH:46][CH:47]=1.C(N(CC)CC)C. The catalyst is CN(C=O)C.O. The product is [Cl:41][C:42]1[CH:43]=[C:44]([NH:48][C:16]([C:13]2[CH:12]=[CH:11][C:10]3[CH:9]=[C:8]4[C:2](=[O:1])[NH:3][CH2:4][CH2:5][CH2:6][N:7]4[C:15]=3[CH:14]=2)=[O:18])[CH:45]=[CH:46][CH:47]=1. The yield is 0.560. (8) The reactants are Br[C:2]1[CH:3]=[C:4]2[C:8](=[C:9]([Cl:11])[CH:10]=1)[NH:7][C:6]([C:12]([N:14]1[CH2:19][CH2:18][C:17]([F:21])([F:20])[CH2:16][CH2:15]1)=[O:13])=[CH:5]2.C(N(CC)CC)C.[C:29]([O:32][CH2:33]C)(=[O:31])C. The catalyst is C(O)C.[Pd](Cl)Cl.C1(P(C2C=CC=CC=2)[C-]2C=CC=C2)C=CC=CC=1.[C-]1(P(C2C=CC=CC=2)C2C=CC=CC=2)C=CC=C1.[Fe+2]. The product is [CH3:33][O:32][C:29]([C:2]1[CH:3]=[C:4]2[C:8](=[C:9]([Cl:11])[CH:10]=1)[NH:7][C:6]([C:12]([N:14]1[CH2:19][CH2:18][C:17]([F:21])([F:20])[CH2:16][CH2:15]1)=[O:13])=[CH:5]2)=[O:31]. The yield is 0.690. (9) The reactants are [Cl:1][C:2]1[CH:7]=[CH:6][N:5]=[C:4]2[N:8]([CH2:11][O:12][CH2:13][CH2:14][Si:15]([CH3:18])([CH3:17])[CH3:16])[CH:9]=[CH:10][C:3]=12.C([Li])CCC.[I:24]I. The catalyst is O1CCCC1. The product is [Cl:1][C:2]1[CH:7]=[CH:6][N:5]=[C:4]2[N:8]([CH2:11][O:12][CH2:13][CH2:14][Si:15]([CH3:18])([CH3:17])[CH3:16])[C:9]([I:24])=[CH:10][C:3]=12. The yield is 0.970.